Predict the product of the given reaction. From a dataset of Forward reaction prediction with 1.9M reactions from USPTO patents (1976-2016). (1) The product is: [O:41]=[S:27]1(=[O:26])[CH2:28][CH2:29][N:30]([CH2:33][C:34]2[CH:39]=[CH:38][C:37]([NH:40][C:23]([C:20]3[CH:21]=[CH:22][C:17]([C:3]4[C:2]([CH3:1])=[CH:7][CH:6]=[C:5]([NH:8][C:9]([N:11]5[CH2:12][CH2:13][O:14][CH2:15][CH2:16]5)=[O:10])[CH:4]=4)=[CH:18][CH:19]=3)=[O:25])=[CH:36][CH:35]=2)[CH2:31][CH2:32]1. Given the reactants [CH3:1][C:2]1[CH:7]=[CH:6][C:5]([NH:8][C:9]([N:11]2[CH2:16][CH2:15][O:14][CH2:13][CH2:12]2)=[O:10])=[CH:4][C:3]=1[C:17]1[CH:22]=[CH:21][C:20]([C:23]([OH:25])=O)=[CH:19][CH:18]=1.[O:26]=[S:27]1(=[O:41])[CH2:32][CH2:31][N:30]([CH2:33][C:34]2[CH:39]=[CH:38][C:37]([NH2:40])=[CH:36][CH:35]=2)[CH2:29][CH2:28]1.C(N(CC)CC)C.F[P-](F)(F)(F)(F)F.N1(OC(N(C)C)=[N+](C)C)C2C=CC=CC=2N=N1, predict the reaction product. (2) The product is: [C:37]1([P:30](=[O:4])([C:24]2[CH:25]=[CH:26][CH:27]=[CH:28][CH:29]=2)[C:31]2[CH:36]=[CH:35][CH:34]=[CH:33][CH:32]=2)[CH:38]=[CH:39][CH:40]=[CH:41][CH:42]=1. Given the reactants CC([O:4]C(/N=N/C(OC(C)C)=O)=O)C.CC1N=CSC=1CCO.[C:24]1([P:30]([C:37]2[CH:42]=[CH:41][CH:40]=[CH:39][CH:38]=2)[C:31]2[CH:36]=[CH:35][CH:34]=[CH:33][CH:32]=2)[CH:29]=[CH:28][CH:27]=[CH:26][CH:25]=1, predict the reaction product. (3) Given the reactants [Br:1][C:2]1[CH:10]=[CH:9][C:5]([CH2:6][CH2:7][NH2:8])=[CH:4][CH:3]=1.C(N(CC)CC)C.[CH3:18][S:19](Cl)(=[O:21])=[O:20], predict the reaction product. The product is: [Br:1][C:2]1[CH:10]=[CH:9][C:5]([CH2:6][CH2:7][NH:8][S:19]([CH3:18])(=[O:21])=[O:20])=[CH:4][CH:3]=1. (4) Given the reactants Cl[C:2]1[CH2:7][CH2:6][CH2:5][C:4](=[O:8])[CH:3]=1.[N:9]1[CH:14]=[CH:13][CH:12]=[C:11](B(O)O)[CH:10]=1.C(=O)([O-])[O-].[Na+].[Na+], predict the reaction product. The product is: [N:9]1[CH:14]=[CH:13][CH:12]=[C:11]([C:2]2[CH2:7][CH2:6][CH2:5][C:4](=[O:8])[CH:3]=2)[CH:10]=1. (5) Given the reactants C(O/[CH:4]=[CH:5]/[C:6]([NH:8][C:9]1[CH:14]=[CH:13][CH:12]=[C:11]([F:15])[C:10]=1[O:16][CH3:17])=[O:7])C.OS(O)(=O)=O.N, predict the reaction product. The product is: [F:15][C:11]1[C:10]([O:16][CH3:17])=[C:9]2[C:14]([CH:4]=[CH:5][C:6]([OH:7])=[N:8]2)=[CH:13][CH:12]=1.